From a dataset of Catalyst prediction with 721,799 reactions and 888 catalyst types from USPTO. Predict which catalyst facilitates the given reaction. (1) Reactant: CCN(C(C)C)C(C)C.[CH:10]1([CH:15]([C:19]2[CH:24]=[CH:23][C:22]([CH2:25][N:26]3[C:31](=[O:32])[CH2:30][O:29][C:28]([C:33]4[CH:38]=[CH:37][CH:36]=[CH:35][CH:34]=4)=[N:27]3)=[CH:21][CH:20]=2)[C:16](O)=[O:17])[CH2:14][CH2:13][CH2:12][CH2:11]1.[NH2:39][CH2:40][CH2:41][CH2:42][CH2:43][CH:44]([CH3:50])[C:45]([O:47][CH2:48][CH3:49])=[O:46].CN(C(ON1N=NC2C=CC=NC1=2)=[N+](C)C)C.F[P-](F)(F)(F)(F)F. Product: [CH:10]1([CH:15]([C:19]2[CH:24]=[CH:23][C:22]([CH2:25][N:26]3[C:31](=[O:32])[CH2:30][O:29][C:28]([C:33]4[CH:38]=[CH:37][CH:36]=[CH:35][CH:34]=4)=[N:27]3)=[CH:21][CH:20]=2)[C:16]([NH:39][CH2:40][CH2:41][CH2:42][CH2:43][CH:44]([CH3:50])[C:45]([O:47][CH2:48][CH3:49])=[O:46])=[O:17])[CH2:14][CH2:13][CH2:12][CH2:11]1. The catalyst class is: 18. (2) Reactant: [CH3:1][NH:2][CH2:3][CH:4]([NH:13][S:14]([C:17]1[CH:23]=[CH:22][C:20]([CH3:21])=[CH:19][CH:18]=1)(=[O:16])=[O:15])[CH2:5][C:6]1([OH:12])[CH2:11][CH2:10][CH2:9][CH2:8][CH2:7]1.C([O-])([O-])=O.[K+].[K+].[C:30]([O:39]N1C(=O)CCC1=O)([O:32][CH2:33][CH2:34][Si:35]([CH3:38])([CH3:37])[CH3:36])=O. Product: [OH:12][C:6]1([CH2:5][CH:4]([NH:13][S:14]([C:17]2[CH:23]=[CH:22][C:20]([CH3:21])=[CH:19][CH:18]=2)(=[O:16])=[O:15])[CH2:3][N:2]([CH3:1])[C:30](=[O:39])[O:32][CH2:33][CH2:34][Si:35]([CH3:36])([CH3:37])[CH3:38])[CH2:11][CH2:10][CH2:9][CH2:8][CH2:7]1. The catalyst class is: 20. (3) Reactant: [Br:1][C:2]1[CH:7]=[CH:6][C:5]([CH:8]([C:23]2[CH:28]=[CH:27][C:26]([Br:29])=[CH:25][CH:24]=2)[S:9][CH2:10][C:11]([NH:13][CH2:14][CH2:15][CH2:16][C:17]2[CH:22]=[CH:21][CH:20]=[CH:19][CH:18]=2)=O)=[CH:4][CH:3]=1.B.C1COCC1.C1COCC1. Product: [Br:1][C:2]1[CH:3]=[CH:4][C:5]([CH:8]([C:23]2[CH:24]=[CH:25][C:26]([Br:29])=[CH:27][CH:28]=2)[S:9][CH2:10][CH2:11][NH:13][CH2:14][CH2:15][CH2:16][C:17]2[CH:22]=[CH:21][CH:20]=[CH:19][CH:18]=2)=[CH:6][CH:7]=1. The catalyst class is: 22. (4) Reactant: [NH:1]1[C:9]2[C:4](=[CH:5][C:6]([C:10]3[C:19]([N:20]4[CH2:25][CH2:24][N:23]([C:26]5[CH:31]=[CH:30][CH:29]=[CH:28][N:27]=5)[CH2:22][C@@H:21]4[CH3:32])=[N:18][C:17]4[C:12](=[CH:13][CH:14]=[C:15]([C:33]([O:35]C)=[O:34])[CH:16]=4)[N:11]=3)=[CH:7][CH:8]=2)[CH:3]=[N:2]1.[OH-].[Na+].Cl. Product: [NH:1]1[C:9]2[C:4](=[CH:5][C:6]([C:10]3[C:19]([N:20]4[CH2:25][CH2:24][N:23]([C:26]5[CH:31]=[CH:30][CH:29]=[CH:28][N:27]=5)[CH2:22][C@@H:21]4[CH3:32])=[N:18][C:17]4[C:12](=[CH:13][CH:14]=[C:15]([C:33]([OH:35])=[O:34])[CH:16]=4)[N:11]=3)=[CH:7][CH:8]=2)[CH:3]=[N:2]1. The catalyst class is: 24.